This data is from Peptide-MHC class I binding affinity with 185,985 pairs from IEDB/IMGT. The task is: Regression. Given a peptide amino acid sequence and an MHC pseudo amino acid sequence, predict their binding affinity value. This is MHC class I binding data. The peptide sequence is LYKTIVNIW. The MHC is HLA-B46:01 with pseudo-sequence HLA-B46:01. The binding affinity (normalized) is 0.0847.